From a dataset of Acute oral toxicity (LD50) regression data from Zhu et al.. Regression/Classification. Given a drug SMILES string, predict its toxicity properties. Task type varies by dataset: regression for continuous values (e.g., LD50, hERG inhibition percentage) or binary classification for toxic/non-toxic outcomes (e.g., AMES mutagenicity, cardiotoxicity, hepatotoxicity). Dataset: ld50_zhu. The drug is CC(C)OP(C)(=S)Oc1cc(Cl)c(Br)cc1Cl. The rat oral LD50 is 3.71, given as -log10 of the dose in mol/kg body weight (higher means more acutely toxic).